From a dataset of Forward reaction prediction with 1.9M reactions from USPTO patents (1976-2016). Predict the product of the given reaction. Given the reactants COC1C=CC(C[N:8]2[C:12]3=[N:13][CH:14]=[C:15]([C:17]4[CH:18]=[C:19]([CH:23]=[CH:24][CH:25]=4)[C:20]([O-:22])=[O:21])[CH:16]=[C:11]3[C:10]([CH3:26])=[N:9]2)=CC=1.F[C:30](F)(F)[C:31](O)=O, predict the reaction product. The product is: [CH3:26][C:10]1[C:11]2[C:12](=[N:13][CH:14]=[C:15]([C:17]3[CH:18]=[C:19]([CH:23]=[CH:24][CH:25]=3)[C:20]([O:22][CH2:30][CH3:31])=[O:21])[CH:16]=2)[NH:8][N:9]=1.